Dataset: Reaction yield outcomes from USPTO patents with 853,638 reactions. Task: Predict the reaction yield, written as a fraction of the theoretical maximum amount of product (1.0 means a 100% yield; for example, 0.34 means a 34% yield). (1) The reactants are C[Si]([N-][Si](C)(C)C)(C)C.[Li+].[Cl:11][C:12]1[CH:13]=[C:14]([CH2:27][C:28]([O:30][CH3:31])=[O:29])[CH:15]=[CH:16][C:17]=1[B:18]1[O:22][C:21]([CH3:24])([CH3:23])[C:20]([CH3:26])([CH3:25])[O:19]1.I[CH2:33][CH3:34].[Cl-].[NH4+]. The product is [Cl:11][C:12]1[CH:13]=[C:14]([CH:27]([CH2:33][CH3:34])[C:28]([O:30][CH3:31])=[O:29])[CH:15]=[CH:16][C:17]=1[B:18]1[O:22][C:21]([CH3:23])([CH3:24])[C:20]([CH3:25])([CH3:26])[O:19]1. The yield is 0.629. The catalyst is C1COCC1.[Ag].C(OCC)(=O)C. (2) The reactants are [NH2:1][C@H:2]([C:10]([OH:12])=[O:11])[CH2:3][CH2:4][CH2:5][NH:6][C:7](=[NH:9])[NH2:8].[C:13](Cl)(=[O:25])[CH2:14][CH2:15][CH2:16][CH2:17][CH2:18][CH2:19][CH2:20][CH2:21][CH2:22][CH2:23][CH3:24].[OH-].[Na+].Cl. The catalyst is O.C(O)(C)C. The product is [C:13]([NH:1][C@H:2]([C:10]([OH:12])=[O:11])[CH2:3][CH2:4][CH2:5][NH:6][C:7](=[NH:8])[NH2:9])(=[O:25])[CH2:14][CH2:15][CH2:16][CH2:17][CH2:18][CH2:19][CH2:20][CH2:21][CH2:22][CH2:23][CH3:24]. The yield is 0.923. (3) The reactants are [CH:1]([C@H:14]1[O:19][CH2:18][C@@H:17]([NH2:20])[CH2:16][CH2:15]1)([C:8]1[CH:13]=[CH:12][CH:11]=[CH:10][CH:9]=1)[C:2]1[CH:7]=[CH:6][CH:5]=[CH:4][CH:3]=1.[F:21][C:22]1[CH:29]=[CH:28][C:25]([CH:26]=O)=[CH:24][CH:23]=1.C(O)(=O)C.[BH3-]C#N.[Na+]. The catalyst is ClCCCl.CO. The product is [CH:1]([C@H:14]1[O:19][CH2:18][C@@H:17]([NH:20][CH2:26][C:25]2[CH:28]=[CH:29][C:22]([F:21])=[CH:23][CH:24]=2)[CH2:16][CH2:15]1)([C:8]1[CH:13]=[CH:12][CH:11]=[CH:10][CH:9]=1)[C:2]1[CH:3]=[CH:4][CH:5]=[CH:6][CH:7]=1. The yield is 0.820. (4) The reactants are C[O:2][C:3]([C:5]1[CH:10]=[N:9][CH:8]=[CH:7][N:6]=1)=O.O.[NH2:12][NH2:13]. The catalyst is C(O)C. The product is [N:6]1[CH:7]=[CH:8][N:9]=[CH:10][C:5]=1[C:3]([NH:12][NH2:13])=[O:2]. The yield is 0.680. (5) The reactants are [CH3:1][O:2][C:3]1[CH:4]=[C:5]([CH:34]=[C:35]([O:41][CH3:42])[C:36]=1[O:37][CH2:38][CH2:39][CH3:40])[CH2:6][C:7]1[C:16]2[C:11](=[C:12]([N:20]=C(C3C=CC=CC=3)C3C=CC=CC=3)[C:13]([O:17][CH2:18][CH3:19])=[CH:14][CH:15]=2)[CH:10]=[N:9][CH:8]=1.[OH:43]N1C(=O)C2=CC=CC=C2C1=O.[O-][Cl:56]=O.[Na+].O. The catalyst is CC#N.CCOCC. The product is [ClH:56].[NH2:20][C:12]1[C:13]([O:17][CH2:18][CH3:19])=[CH:14][CH:15]=[C:16]2[C:11]=1[CH:10]=[N:9][CH:8]=[C:7]2[C:6]([C:5]1[CH:4]=[C:3]([O:2][CH3:1])[C:36]([O:37][CH2:38][CH2:39][CH3:40])=[C:35]([O:41][CH3:42])[CH:34]=1)=[O:43]. The yield is 0.690. (6) The reactants are [CH3:1][C:2]1[C:7]([CH3:8])=[CH:6][C:5]([NH2:9])=[C:4]([NH2:10])[CH:3]=1.[Cl:11][CH2:12][C:13](O)=O.C(=O)([O-])[O-].[Na+].[Na+]. The catalyst is Cl.O. The product is [Cl:11][CH2:12][C:13]1[NH:9][C:5]2[CH:6]=[C:7]([CH3:8])[C:2]([CH3:1])=[CH:3][C:4]=2[N:10]=1. The yield is 0.540.